From a dataset of Forward reaction prediction with 1.9M reactions from USPTO patents (1976-2016). Predict the product of the given reaction. (1) Given the reactants [Br:1][C:2]1[C:10]2[NH:9][CH:8]=[CH:7][C:6]=2[C:5]([C:11]#[N:12])=[CH:4][CH:3]=1.Br[CH2:14][CH3:15].[OH-].[K+].O, predict the reaction product. The product is: [Br:1][C:2]1[C:10]2[N:9]([CH2:14][CH3:15])[CH:8]=[CH:7][C:6]=2[C:5]([C:11]#[N:12])=[CH:4][CH:3]=1. (2) Given the reactants [Br-].[F:2][C:3]1[CH:4]=[C:5]([CH:26]=[CH:27][CH:28]=1)[CH2:6][P+](C1C=CC=CC=1)(C1C=CC=CC=1)C1C=CC=CC=1.CC(C)([O-])C.[Na+].O=[C:36]1[CH2:41][CH2:40][CH2:39][N:38]([C:42]([O:44][C:45]([CH3:48])([CH3:47])[CH3:46])=[O:43])[CH2:37]1, predict the reaction product. The product is: [F:2][C:3]1[CH:4]=[C:5]([CH:6]=[C:40]2[CH2:41][CH2:36][CH2:37][N:38]([C:42]([O:44][C:45]([CH3:48])([CH3:47])[CH3:46])=[O:43])[CH2:39]2)[CH:26]=[CH:27][CH:28]=1. (3) Given the reactants [CH2:1]([N:5]1[CH:9]=[C:8](B2OC(C)(C)C(C)(C)O2)[CH:7]=[N:6]1)[CH:2]([CH3:4])C.Br[C:20]1[CH:25]=[CH:24][C:23]([NH:26][C:27]([NH:29][CH2:30][C:31]2[CH:36]=[CH:35][N:34]3[CH:37]=[CH:38][N:39]=[C:33]3[CH:32]=2)=[O:28])=[CH:22][CH:21]=1.BrC1C=CC(N)=CC=1, predict the reaction product. The product is: [N:39]1[CH:38]=[CH:37][N:34]2[CH:35]=[CH:36][C:31]([CH2:30][NH:29][C:27]([NH:26][C:23]3[CH:24]=[CH:25][C:20]([C:8]4[CH:7]=[N:6][N:5]([CH2:1][CH2:2][CH3:4])[CH:9]=4)=[CH:21][CH:22]=3)=[O:28])=[CH:32][C:33]=12. (4) The product is: [CH3:27][C:25]([C:28]1[CH:29]=[C:30]([CH:33]=[CH:34][CH:35]=1)[C:31]#[N:32])([CH3:26])[CH:24]=[O:23]. Given the reactants CC(OI1(OC(C)=O)(OC(C)=O)OC(=O)C2C=CC=CC1=2)=O.[OH:23][CH2:24][C:25]([C:28]1[CH:29]=[C:30]([CH:33]=[CH:34][CH:35]=1)[C:31]#[N:32])([CH3:27])[CH3:26].C(=O)(O)[O-].[Na+].C(OCC)(=O)C, predict the reaction product. (5) Given the reactants [F:1][C:2]1[CH:3]=[CH:4][C:5]([CH3:14])=[C:6]([NH:8][C:9](=[O:13])/[CH:10]=N\O)[CH:7]=1.[OH:15]S(O)(=O)=O, predict the reaction product. The product is: [F:1][C:2]1[CH:3]=[CH:4][C:5]([CH3:14])=[C:6]2[C:7]=1[C:10](=[O:15])[C:9](=[O:13])[NH:8]2.